From a dataset of Full USPTO retrosynthesis dataset with 1.9M reactions from patents (1976-2016). Predict the reactants needed to synthesize the given product. (1) Given the product [CH2:37]([NH:42][C:41]1[N:12]2[C:3]([C:4]3[CH:5]=[C:6]([C:31]4[CH:32]=[CH:33][CH:34]=[CH:35][CH:36]=4)[C:7]([C:13]4[CH:18]=[CH:17][C:16]([C:19]5([NH:23][C:24](=[O:30])[O:25][C:26]([CH3:29])([CH3:28])[CH3:27])[CH2:22][CH2:21][CH2:20]5)=[CH:15][CH:14]=4)=[N:8][C:9]=3[CH:10]=[CH:11]2)=[N:1][N:2]=1)[CH3:38], predict the reactants needed to synthesize it. The reactants are: [NH:1]([C:3]1[N:12]=[CH:11][CH:10]=[C:9]2[C:4]=1[CH:5]=[C:6]([C:31]1[CH:36]=[CH:35][CH:34]=[CH:33][CH:32]=1)[C:7]([C:13]1[CH:18]=[CH:17][C:16]([C:19]3([NH:23][C:24](=[O:30])[O:25][C:26]([CH3:29])([CH3:28])[CH3:27])[CH2:22][CH2:21][CH2:20]3)=[CH:15][CH:14]=1)=[N:8]2)[NH2:2].[CH2:37](Cl)[CH2:38]Cl.[CH3:41][N:42](C=O)C. (2) Given the product [Br:1][C:2]1[C:3]([F:12])=[C:4]([NH:22][C:26](=[O:36])[O:50][C:47]([CH3:49])([CH3:48])[CH3:46])[C:8]([F:11])=[CH:9][CH:10]=1, predict the reactants needed to synthesize it. The reactants are: [Br:1][C:2]1[C:3]([F:12])=[C:4]([C:8]([F:11])=[CH:9][CH:10]=1)C(O)=O.C1(C)C=CC=CC=1.CC[N:22]([CH:26](C)C)C(C)C.C1C=CC(P(N=[N+]=[N-])(C2C=CC=CC=2)=[O:36])=CC=1.[CH3:46][C:47]([OH:50])([CH3:49])[CH3:48]. (3) Given the product [NH:1]1[C:5]2=[N:6][CH:7]=[CH:8][CH:9]=[C:4]2[C:3]([CH2:26][C:27]#[N:28])=[CH:2]1, predict the reactants needed to synthesize it. The reactants are: [NH:1]1[C:5]2=[N:6][CH:7]=[CH:8][CH:9]=[C:4]2[CH:3]=[CH:2]1.C=O.Cl.CNC.CI.[Si](C#N)(C)(C)C.CC[CH2:26][CH2:27][N+:28](CCCC)(CCCC)CCCC.[F-]. (4) Given the product [Br:1][C:2]1[CH:10]=[C:9]([CH:11]=[O:12])[CH:8]=[C:7]2[C:3]=1[CH:4]=[N:5][NH:6]2, predict the reactants needed to synthesize it. The reactants are: [Br:1][C:2]1[CH:10]=[C:9]([CH2:11][OH:12])[CH:8]=[C:7]2[C:3]=1[CH:4]=[N:5][NH:6]2.C1C=C[NH+]=CC=1.C1C=C[NH+]=CC=1.[O-][Cr](O[Cr]([O-])(=O)=O)(=O)=O. (5) Given the product [N:13]1([C:21]([O:23][C:24]([CH3:27])([CH3:26])[CH3:25])=[O:22])[CH2:20][CH2:19][CH2:18][C@H:14]1[C:15]([N:28]1[CH2:41][CH2:40][CH2:39][C@H:29]1[C:30]([NH:32][C:33]1[CH:38]=[CH:37][CH:36]=[CH:35][CH:34]=1)=[O:31])=[O:17], predict the reactants needed to synthesize it. The reactants are: CCN=C=NCCCN(C)C.Cl.[N:13]1([C:21]([O:23][C:24]([CH3:27])([CH3:26])[CH3:25])=[O:22])[CH2:20][CH2:19][CH2:18][C@H:14]1[C:15]([OH:17])=O.[NH:28]1[CH2:41][CH2:40][CH2:39][C@H:29]1[C:30]([NH:32][C:33]1[CH:38]=[CH:37][CH:36]=[CH:35][CH:34]=1)=[O:31]. (6) Given the product [C:1]([O:5][C:6]([NH:8][C@@H:9]1[CH2:14][CH2:13][N:12]([C:15]([O:17][CH2:18][C:19]2[CH:24]=[CH:23][CH:22]=[CH:21][CH:20]=2)=[O:16])[CH2:11][C@H:10]1[O:25][CH3:28])=[O:7])([CH3:4])([CH3:2])[CH3:3], predict the reactants needed to synthesize it. The reactants are: [C:1]([O:5][C:6]([NH:8][C@@H:9]1[CH2:14][CH2:13][N:12]([C:15]([O:17][CH2:18][C:19]2[CH:24]=[CH:23][CH:22]=[CH:21][CH:20]=2)=[O:16])[CH2:11][C@H:10]1[OH:25])=[O:7])([CH3:4])([CH3:3])[CH3:2].[OH-].[Na+].[CH3:28]OS(OC)(=O)=O. (7) The reactants are: Cl[C:2]1[C:11]2[C:6](=[CH:7][C:8]([C:12]3[CH:13]=[C:14]([CH:20]=[CH:21][C:22]=3[CH3:23])[C:15]([O:17][CH2:18][CH3:19])=[O:16])=[CH:9][CH:10]=2)[CH:5]=[N:4][N:3]=1.[CH:24]([NH2:27])([CH3:26])[CH3:25]. Given the product [CH:24]([NH:27][C:2]1[C:11]2[C:6](=[CH:7][C:8]([C:12]3[CH:13]=[C:14]([CH:20]=[CH:21][C:22]=3[CH3:23])[C:15]([O:17][CH2:18][CH3:19])=[O:16])=[CH:9][CH:10]=2)[CH:5]=[N:4][N:3]=1)([CH3:26])[CH3:25], predict the reactants needed to synthesize it.